From a dataset of Catalyst prediction with 721,799 reactions and 888 catalyst types from USPTO. Predict which catalyst facilitates the given reaction. (1) Reactant: C1(P(C2C=CC=CC=2)C2C=CC=CC=2)C=CC=CC=1.[O:20]1[C:24]2[CH:25]=[CH:26][CH:27]=[CH:28][C:23]=2[N:22]=[CH:21]1.C(=O)([O-])[O-].[Cs+].[Cs+].Br[C:36]1[C:44]2[C:39](=[N:40][CH:41]=[N:42][C:43]=2[N:45]=CN(C)C)[N:38]([C:50]([CH3:53])([CH3:52])[CH3:51])[N:37]=1.O=O. The catalyst class is: 318. Product: [O:20]1[C:24]2[CH:25]=[CH:26][CH:27]=[CH:28][C:23]=2[N:22]=[C:21]1[C:36]1[C:44]2[C:39](=[N:40][CH:41]=[N:42][C:43]=2[NH2:45])[N:38]([C:50]([CH3:53])([CH3:52])[CH3:51])[N:37]=1. (2) Reactant: [CH3:1][C:2]1([CH3:32])[CH2:10][C:9]2[N:8]([C:11]3[CH:18]=[C:17]([NH:19][C@H:20]4[CH2:24][CH2:23][CH2:22][C@@H:21]4[OH:25])[C:14]([C:15]#[N:16])=[C:13]([F:26])[CH:12]=3)[N:7]=[C:6]([C:27]([F:30])([F:29])[F:28])[C:5]=2[C:4](=[O:31])[CH2:3]1.[OH-:33].[Na+].OO. Product: [CH3:1][C:2]1([CH3:32])[CH2:10][C:9]2[N:8]([C:11]3[CH:18]=[C:17]([NH:19][C@H:20]4[CH2:24][CH2:23][CH2:22][C@@H:21]4[OH:25])[C:14]([C:15]([NH2:16])=[O:33])=[C:13]([F:26])[CH:12]=3)[N:7]=[C:6]([C:27]([F:29])([F:30])[F:28])[C:5]=2[C:4](=[O:31])[CH2:3]1. The catalyst class is: 593. (3) The catalyst class is: 33. Product: [C:1]([C:5]1[CH:6]=[CH:7][C:8]([C:11]2[NH:15][C:14]([OH:16])=[N:13][N:12]=2)=[CH:9][CH:10]=1)([CH3:4])([CH3:2])[CH3:3]. Reactant: [C:1]([C:5]1[CH:10]=[CH:9][C:8]([C:11]2[NH:15][C:14]([O:16]C)=[N:13][N:12]=2)=[CH:7][CH:6]=1)([CH3:4])([CH3:3])[CH3:2]. (4) Reactant: [CH3:1][C:2]1[C:11]([NH:12][C:13]2[CH:18]=[CH:17][C:16]([O:19][C:20]([F:23])([F:22])[F:21])=[CH:15][C:14]=2[NH:24][C:25]([C@H:27]2[CH2:31][CH2:30][CH2:29][O:28]2)=O)=[CH:10][CH:9]=[CH:8][C:3]=1[C:4]([O:6][CH3:7])=[O:5]. Product: [CH3:1][C:2]1[C:11]([N:12]2[C:13]3[CH:18]=[CH:17][C:16]([O:19][C:20]([F:22])([F:21])[F:23])=[CH:15][C:14]=3[N:24]=[C:25]2[C@H:27]2[CH2:31][CH2:30][CH2:29][O:28]2)=[CH:10][CH:9]=[CH:8][C:3]=1[C:4]([O:6][CH3:7])=[O:5]. The catalyst class is: 6.